From a dataset of Reaction yield outcomes from USPTO patents with 853,638 reactions. Predict the reaction yield, written as a fraction of the theoretical maximum amount of product (1.0 means a 100% yield; for example, 0.34 means a 34% yield). (1) The yield is 0.960. The reactants are [Cl:1][C:2]1[CH:8]=[CH:7][C:5]([NH2:6])=[CH:4][C:3]=1[N+:9]([O-:11])=[O:10].[C:12](OC(=O)C)(=[O:14])[CH3:13]. The product is [Cl:1][C:2]1[CH:8]=[CH:7][C:5]([NH:6][C:12](=[O:14])[CH3:13])=[CH:4][C:3]=1[N+:9]([O-:11])=[O:10]. The catalyst is C(Cl)Cl. (2) The reactants are [C:1]1([C:7]([C:14]2[CH:19]=[CH:18][C:17]([C:20]([F:23])([F:22])[F:21])=[CH:16][CH:15]=2)=[C:8]2[CH2:13][CH2:12][NH:11][CH2:10][CH2:9]2)[CH:6]=[CH:5][CH:4]=[CH:3][CH:2]=1. The catalyst is CO.[H][H].[Pd]. The product is [C:1]1([CH:7]([C:14]2[CH:15]=[CH:16][C:17]([C:20]([F:23])([F:21])[F:22])=[CH:18][CH:19]=2)[CH:8]2[CH2:9][CH2:10][NH:11][CH2:12][CH2:13]2)[CH:2]=[CH:3][CH:4]=[CH:5][CH:6]=1. The yield is 0.980. (3) The reactants are [NH2:1][C:2]1[CH:7]=[CH:6][CH:5]=[C:4]([NH2:8])[N:3]=1.[Cl:9][CH:10]([C:16]([CH3:18])=O)[C:11]([O:13][CH2:14][CH3:15])=[O:12]. The catalyst is C(O)C. The product is [ClH:9].[NH2:8][C:4]1[N:3]2[C:10]([C:11]([O:13][CH2:14][CH3:15])=[O:12])=[C:16]([CH3:18])[N:1]=[C:2]2[CH:7]=[CH:6][CH:5]=1. The yield is 0.571. (4) The reactants are [Si:1]([O:8][CH2:9][CH:10]1[CH2:15][O:14][C:13]2[CH:16]=[CH:17][C:18]([C:21]([OH:23])=[O:22])=[C:19]([CH3:20])[C:12]=2[O:11]1)([C:4]([CH3:7])([CH3:6])[CH3:5])([CH3:3])[CH3:2].[F:24][C:25]1[C:30](O)=[C:29]([F:32])[C:28]([F:33])=[C:27]([F:34])[C:26]=1[F:35].C1(N=C=NC2CCCCC2)CCCCC1.C(Cl)Cl. The catalyst is O.C(OCC)(=O)C. The product is [F:24][C:25]1[C:30]([O:22][C:21]([C:18]2[CH:17]=[CH:16][C:13]3[O:14][CH2:15][CH:10]([CH2:9][O:8][Si:1]([C:4]([CH3:7])([CH3:5])[CH3:6])([CH3:3])[CH3:2])[O:11][C:12]=3[C:19]=2[CH3:20])=[O:23])=[C:29]([F:32])[C:28]([F:33])=[C:27]([F:34])[C:26]=1[F:35]. The yield is 0.840. (5) The reactants are [F:1][C:2]1[CH:3]=[C:4]([CH:35]=[C:36]([N:38]2[CH2:43][CH2:42][O:41][CH2:40][CH2:39]2)[CH:37]=1)[C:5]([NH:7][CH2:8][C:9]1[CH:14]=[CH:13][CH:12]=[CH:11][C:10]=1[S:15]C(C1C=CC=CC=1)(C1C=CC=CC=1)C1C=CC=CC=1)=[O:6]. The catalyst is C([SiH](CC)CC)C.C(O)(C(F)(F)F)=O.C(Cl)Cl. The product is [F:1][C:2]1[CH:3]=[C:4]([CH:35]=[C:36]([N:38]2[CH2:39][CH2:40][O:41][CH2:42][CH2:43]2)[CH:37]=1)[C:5]([NH:7][CH2:8][C:9]1[CH:14]=[CH:13][CH:12]=[CH:11][C:10]=1[SH:15])=[O:6]. The yield is 0.720. (6) The reactants are [F:1][C:2]1[C:3](B2OC(C)(C)C(C)(C)O2)=[CH:4][CH:5]=[C:6]2[C:10]=1[N:9]([Si](C(C)C)(C(C)C)C(C)C)[CH:8]=[CH:7]2.[NH2:30][C:31]1[C:36]([F:37])=[C:35](Cl)[N:34]=[C:33]([C:39]([O:41][CH3:42])=[O:40])[C:32]=1[Cl:43].[F-].[Cs+].[Na+].[Cl-]. The catalyst is Cl[Pd](Cl)([P](C1C=CC=CC=1)(C1C=CC=CC=1)C1C=CC=CC=1)[P](C1C=CC=CC=1)(C1C=CC=CC=1)C1C=CC=CC=1.C(OCC)(=O)C.C(#N)C.O. The product is [NH2:30][C:31]1[C:36]([F:37])=[C:35]([C:3]2[C:2]([F:1])=[C:10]3[C:6]([CH:7]=[CH:8][NH:9]3)=[CH:5][CH:4]=2)[N:34]=[C:33]([C:39]([O:41][CH3:42])=[O:40])[C:32]=1[Cl:43]. The yield is 0.520. (7) The catalyst is Cl.CCO.O. The reactants are [Cl:1][C:2]1[CH:3]=[C:4]([C:8]([C:11]2[CH:15]=[C:14]([CH:16]3OCC[O:17]3)[S:13][C:12]=2[CH3:21])([OH:10])[CH3:9])[CH:5]=[CH:6][CH:7]=1. The product is [Cl:1][C:2]1[CH:3]=[C:4]([C:8]([C:11]2[CH:15]=[C:14]([CH:16]=[O:17])[S:13][C:12]=2[CH3:21])([OH:10])[CH3:9])[CH:5]=[CH:6][CH:7]=1. The yield is 0.610. (8) The reactants are C([O:8][C:9]1[C:10]([O:29][CH3:30])=[CH:11][C:12]2[C:21]3[C:16](=[C:17]([NH2:27])[N:18]=[C:19]([N:22]4[CH:26]=[CH:25][N:24]=[CH:23]4)[CH:20]=3)[CH:15]=[N:14][C:13]=2[CH:28]=1)C1C=CC=CC=1. The catalyst is CC(O)=O. The product is [NH2:27][C:17]1[N:18]=[C:19]([N:22]2[CH:26]=[CH:25][N:24]=[CH:23]2)[CH:20]=[C:21]2[C:16]=1[CH:15]=[N:14][C:13]1[CH:28]=[C:9]([OH:8])[C:10]([O:29][CH3:30])=[CH:11][C:12]2=1. The yield is 0.940. (9) The reactants are [C:1]([C:3]1[CH:4]=[C:5]2[C:10](=[CH:11][C:12]=1[O:13][CH2:14][C:15]1[CH:20]=[CH:19][CH:18]=[CH:17][CH:16]=1)[N:9]=[CH:8][CH:7]=[C:6]2[O:21][C:22]1[CH:27]=[CH:26][C:25]([NH:28][C:29](=O)[O:30]C2C=CC=CC=2)=[C:24]([F:38])[CH:23]=1)#[N:2].[NH2:39][C:40]1[S:41][CH:42]=[CH:43][N:44]=1.C(N(C(C)C)CC)(C)C.O. The catalyst is CN(C)C=O. The product is [CH2:14]([O:13][C:12]1[CH:11]=[C:10]2[C:5]([C:6]([O:21][C:22]3[CH:27]=[CH:26][C:25]([NH:28][C:29]([NH:39][C:40]4[S:41][CH:42]=[CH:43][N:44]=4)=[O:30])=[C:24]([F:38])[CH:23]=3)=[CH:7][CH:8]=[N:9]2)=[CH:4][C:3]=1[C:1]#[N:2])[C:15]1[CH:16]=[CH:17][CH:18]=[CH:19][CH:20]=1. The yield is 0.790. (10) The reactants are [CH3:1][O:2][C:3](=[O:13])[C:4]1[CH:9]=[CH:8][C:7]([O:10][CH3:11])=[N:6][C:5]=1Cl.[CH2:14]([Sn](CCCC)(CCCC)C=C)[CH2:15]CC. The catalyst is C1C=CC(P(C2C=CC=CC=2)C2C=CC=CC=2)=CC=1.C1C=CC(P(C2C=CC=CC=2)C2C=CC=CC=2)=CC=1.Cl[Pd]Cl.C(C1C=C(C)C=C(C(C)(C)C)C=1O)(C)(C)C.CN(C=O)C. The product is [CH3:1][O:2][C:3](=[O:13])[C:4]1[CH:9]=[CH:8][C:7]([O:10][CH3:11])=[N:6][C:5]=1[CH:14]=[CH2:15]. The yield is 0.540.